Dataset: Forward reaction prediction with 1.9M reactions from USPTO patents (1976-2016). Task: Predict the product of the given reaction. (1) Given the reactants Cl.[CH2:2]([O:4][C:5](=[O:27])[C@@H:6]([O:24][CH2:25][CH3:26])[CH2:7][C:8]1[CH:13]=[CH:12][C:11]([O:14][CH2:15][CH2:16][C:17]2[CH:22]=[CH:21][C:20]([NH2:23])=[CH:19][CH:18]=2)=[CH:10][CH:9]=1)[CH3:3].ClCCl.[CH3:31][S:32](Cl)(=[O:34])=[O:33].C(N(CC)CC)C, predict the reaction product. The product is: [CH2:2]([O:4][C:5](=[O:27])[C@@H:6]([O:24][CH2:25][CH3:26])[CH2:7][C:8]1[CH:13]=[CH:12][C:11]([O:14][CH2:15][CH2:16][C:17]2[CH:18]=[CH:19][C:20]([NH:23][S:32]([CH3:31])(=[O:34])=[O:33])=[CH:21][CH:22]=2)=[CH:10][CH:9]=1)[CH3:3]. (2) The product is: [C:6]([S:5][CH2:4][C@@H:3]([C:2]([NH2:1])=[O:43])[NH2:25])([C:13]1[CH:14]=[CH:15][CH:16]=[CH:17][CH:18]=1)([C:19]1[CH:24]=[CH:23][CH:22]=[CH:21][CH:20]=1)[C:7]1[CH:8]=[CH:9][CH:10]=[CH:11][CH:12]=1. Given the reactants [NH2:1][C:2](=[O:43])[C@@H:3]([NH:25]C(=O)OCC1C2C=CC=CC=2C2C1=CC=CC=2)[CH2:4][S:5][C:6]([C:19]1[CH:24]=[CH:23][CH:22]=[CH:21][CH:20]=1)([C:13]1[CH:18]=[CH:17][CH:16]=[CH:15][CH:14]=1)[C:7]1[CH:12]=[CH:11][CH:10]=[CH:9][CH:8]=1.N1CCCC1, predict the reaction product. (3) Given the reactants [F:1][C:2]1[CH:3]=[C:4]2[C:9](=[CH:10][CH:11]=1)[N:8]=[C:7]([O:12][CH3:13])[C:6]([NH:14][C:15](=[O:19])OCC)=[N:5]2.[CH3:20][O:21][C:22]1[CH:23]=[C:24]([N:32]2[CH2:37][CH2:36][NH:35][CH2:34][CH2:33]2)[CH:25]=[C:26]([O:30][CH3:31])[C:27]=1[O:28][CH3:29], predict the reaction product. The product is: [F:1][C:2]1[CH:3]=[C:4]2[C:9](=[CH:10][CH:11]=1)[N:8]=[C:7]([O:12][CH3:13])[C:6]([NH:14][C:15]([N:35]1[CH2:34][CH2:33][N:32]([C:24]3[CH:23]=[C:22]([O:21][CH3:20])[C:27]([O:28][CH3:29])=[C:26]([O:30][CH3:31])[CH:25]=3)[CH2:37][CH2:36]1)=[O:19])=[N:5]2. (4) Given the reactants Cl.C(OC([N:9]1[CH2:12][C:11]2([CH2:21][C:20](=[O:22])[C:19]3[C:14](=[CH:15][CH:16]=[C:17](/[CH:23]=[CH:24]/[C:25]([NH:27][O:28]C4CCCCO4)=[O:26])[CH:18]=3)[O:13]2)[CH2:10]1)=O)(C)(C)C, predict the reaction product. The product is: [O:22]=[C:20]1[C:19]2[C:14](=[CH:15][CH:16]=[C:17](/[CH:23]=[CH:24]/[C:25]([NH:27][OH:28])=[O:26])[CH:18]=2)[O:13][C:11]2([CH2:12][NH:9][CH2:10]2)[CH2:21]1. (5) Given the reactants [CH3:1][CH2:2][C@@H:3]([CH:28]([CH3:30])[CH3:29])/[CH:4]=[CH:5]/[C@H:6]([C@@H:8]1[C@@:12]2([CH3:27])[CH2:13][CH2:14][C@@H:15]3[C@@:20]4([CH3:26])[CH2:21][CH2:22][C@H:23]([OH:25])[CH2:24][C:19]4=[CH:18][CH2:17][C@H:16]3[C@@H:11]2[CH2:10][CH2:9]1)[CH3:7].C(N(CC)CC)C.[CH3:38][S:39](Cl)(=[O:41])=[O:40], predict the reaction product. The product is: [CH3:1][CH2:2][C@@H:3]([CH:28]([CH3:29])[CH3:30])/[CH:4]=[CH:5]/[C@H:6]([C@@H:8]1[C@@:12]2([CH3:27])[CH2:13][CH2:14][C@@H:15]3[C@@:20]4([CH3:26])[CH2:21][CH2:22][C@H:23]([OH:25])[CH2:24][C:19]4=[CH:18][CH2:17][C@H:16]3[C@@H:11]2[CH2:10][CH2:9]1)[CH3:7].[S:39]([O-:41])(=[O:25])(=[O:40])[CH3:38]. (6) Given the reactants [F:1][C:2]1[CH:25]=[C:24]([N+:26]([O-])=O)[CH:23]=[CH:22][C:3]=1[O:4][C:5]1[CH:10]=[CH:9][N:8]=[C:7]2[CH:11]=[C:12]([C:14]3[N:15]=[CH:16][N:17]([CH2:19][O:20][CH3:21])[CH:18]=3)[S:13][C:6]=12.[Cl-].[NH4+], predict the reaction product. The product is: [F:1][C:2]1[CH:25]=[C:24]([CH:23]=[CH:22][C:3]=1[O:4][C:5]1[CH:10]=[CH:9][N:8]=[C:7]2[CH:11]=[C:12]([C:14]3[N:15]=[CH:16][N:17]([CH2:19][O:20][CH3:21])[CH:18]=3)[S:13][C:6]=12)[NH2:26]. (7) Given the reactants [Cr](Cl)([O-])(=O)=O.[NH+]1C=CC=CC=1.[F:12][C:13]([F:25])([F:24])[C:14]1[CH:19]=[CH:18][C:17]([CH2:20][CH2:21][CH2:22][OH:23])=[CH:16][CH:15]=1, predict the reaction product. The product is: [F:12][C:13]([F:24])([F:25])[C:14]1[CH:15]=[CH:16][C:17]([CH2:20][CH2:21][CH:22]=[O:23])=[CH:18][CH:19]=1. (8) Given the reactants [F:1][C:2]([F:31])([F:30])[CH2:3][NH:4][C:5]([C:7]1([CH2:20][CH2:21][CH2:22][CH2:23][N:24]2[CH2:29][CH2:28][NH:27][CH2:26][CH2:25]2)[C:19]2[CH:18]=[CH:17][CH:16]=[CH:15][C:14]=2[C:13]2[C:8]1=[CH:9][CH:10]=[CH:11][CH:12]=2)=[O:6].[C:32]1([C:42]2[CH:47]=[CH:46][CH:45]=[CH:44][CH:43]=2)[CH:37]=[CH:36][C:35]([CH2:38][C:39](O)=[O:40])=[CH:34][CH:33]=1, predict the reaction product. The product is: [F:31][C:2]([F:30])([F:1])[CH2:3][NH:4][C:5]([C:7]1([CH2:20][CH2:21][CH2:22][CH2:23][N:24]2[CH2:25][CH2:26][N:27]([C:39](=[O:40])[CH2:38][C:35]3[CH:36]=[CH:37][C:32]([C:42]4[CH:43]=[CH:44][CH:45]=[CH:46][CH:47]=4)=[CH:33][CH:34]=3)[CH2:28][CH2:29]2)[C:8]2[CH:9]=[CH:10][CH:11]=[CH:12][C:13]=2[C:14]2[C:19]1=[CH:18][CH:17]=[CH:16][CH:15]=2)=[O:6]. (9) Given the reactants I[C:2]1[CH:7]=[CH:6][C:5]([S:8]([NH:11][C:12]2[S:13][CH:14]=[CH:15][N:16]=2)(=[O:10])=[O:9])=[CH:4][CH:3]=1.[CH2:17]1[C:25]2[C:20](=[CH:21][CH:22]=[CH:23][CH:24]=2)[CH2:19][CH:18]1[N:26]1[CH2:30][CH2:29][NH:28][C:27]1=[O:31].C(=O)([O-])[O-].[K+].[K+], predict the reaction product. The product is: [CH2:19]1[C:20]2[C:25](=[CH:24][CH:23]=[CH:22][CH:21]=2)[CH2:17][CH:18]1[N:26]1[CH2:30][CH2:29][N:28]([C:2]2[CH:7]=[CH:6][C:5]([S:8]([NH:11][C:12]3[S:13][CH:14]=[CH:15][N:16]=3)(=[O:10])=[O:9])=[CH:4][CH:3]=2)[C:27]1=[O:31]. (10) Given the reactants [N+:1]([C:4]1[O:8][C:7]([C:9]([OH:11])=[O:10])=[CH:6][CH:5]=1)([O-:3])=[O:2].[C:12](Cl)(=O)[C:13](Cl)=O.CN(C=O)C, predict the reaction product. The product is: [CH2:12]([O:10][C:9]([C:7]1[O:8][C:4]([N+:1]([O-:3])=[O:2])=[CH:5][CH:6]=1)=[O:11])[CH3:13].